From a dataset of Antibody developability classification from SAbDab with 2,409 antibodies. Regression/Classification. Given an antibody's heavy chain and light chain sequences, predict its developability. TAP uses regression for 5 developability metrics; SAbDab uses binary classification. (1) The antibody is ['4xbe', '4wy7_L']. Result: 0 (not developable). (2) The antibody is ['EVQLVESGGGLVQPGRSLRLSCAASGFTFDDYAMHWVRQAPGKGLEWVSAITWNSGHIDYADSVEGRFTISRDNAKNSLYLQMNSLRAEDTAVYYCAKVSYLSTASSLDYWGQGTLVTVSS', 'DIQMTQSPSSLSASVGDRVTITCRASQGIRNYLAWYQQKPGKAPKLLIYAASTLQSGVPSRFSGSGSGTDFTLTISSLQPEDVATYYCQRYNRAPYTFGQGTKVEIK']. Result: 0 (not developable). (3) The antibody is ['EVQLVESGGGLVQPGGSLRLSCAASGFTFRNSAMHWVRQAPGKGLEWVSSIWYSGSNTYYADSVKGRFTISRDNSKNTLYLQMNSLIAEDTAVYYCARFAGGWGAYDVWGQGTLVTVSS', 'PROT_11454701']. Result: 0 (not developable). (4) The antibody is ['EVQLVESGGGLVQPGRSLRLSCAASGFTFDDYAMHWVRQAPGKGLEWVSAITWNSGHIDYADSVEGRFTISRDNAKNSLYLQMNSLRAEDTAVYYCAKVSYLSTASSLDYWGQGTLVTVSS', 'DIQMTQSPSSLSASVGDRVTITCRASQGIRNYLAWYQQKPGKAPKLLIYAASTLQSGVPSRFSGSGSGTDFTLTISSLQPEDVATYYCQRYNRAPYTFGQGTKVEIK']. Result: 0 (not developable). (5) The antibody is ['1n8z', 'PROT_632230E6']. Result: 0 (not developable). (6) The antibody is ['EVQLVESGGGLVKPGGSLKLSCAASGFTFSSYAMSWVRQSPEKRLEWVAEISSGGRYIYYSDTVTGRFTISRDNARNILHLEMSSLRSEDTAMYYCARGEVRQRGFDYWGQGTTLTVSS', 'ENVLTQSPAIMSTSPGEKVTMTCRASSSVGSSYLHWYQQKSGASPKLWIYSTSNLASGVPARFSGSGSGTSYSLTISSVEAEDAATYYCQQFSGYPLTFGSGTKLEMK']. Result: 0 (not developable). (7) The antibody is ['QVQLVQSGAEVKKPGSSVKVSCKASGYTFSSNVISWVRQAPGQGLEWMGGVIPIVDIANYAQRFKGRVTITADESTSTTYMELSSLRSEDTAVYYCASTLGLVLDAMDYWGQGTLVTVSS', 'ETVLTQSPGTLSLSPGERATLSCRASQSLGSSYLAWYQQKPGQAPRLLIYGASSRAPGIPDRFSGSGSGTDFTLTISRLEPEDFAVYYCQQYADSPITFGQGTRLEIK']. Result: 0 (not developable). (8) The antibody is ['2atk', 'PROT_7E7F8549']. Result: 0 (not developable). (9) The antibody is ['QIQLVQSGPELKKPGETVKISCKASGYTFTNYGMNLVKQAPGKGFEWMGWINTFTGEPTYADDFKGRFVFSLDTSASTAYLQINNLKNEDTATYFFTRGTDYWGQGTTLTVSS', 'DVVMSQTPLTLSVTIGQPASISCKSSQSLLDSDGKTYLNWLLQRPGQSPKRLIYLVSRLDSGVPDRFTGSGSGTDFTLKISRVEAEDLGIYFCWQGSHFPQTFGGGTKLEIK']. Result: 0 (not developable). (10) The antibody is ['EVQLVQSGAEVKKPGESLKISCKGSGYSFTSYWIGWVRQMPGKGLEWMGIIYPGDSDTRYSPSFQGQVTISADKSISTAYLQWSSLKASDTAMYYCARLGGRYYYDSSGYYYFDYWGQGTLVTVSS', 'NFMLTQPHSVSESPGKTVTISCTRSSGSIASNYVQWYQQRPGSSPTTVIYEDNQRPSGVPDRFSGSIDSSSNSASLTISGLKTEDEADYYCQSYDSSSWVFGGGTKLTVL']. Result: 0 (not developable).